Dataset: Reaction yield outcomes from USPTO patents with 853,638 reactions. Task: Predict the reaction yield, written as a fraction of the theoretical maximum amount of product (1.0 means a 100% yield; for example, 0.34 means a 34% yield). The reactants are [CH3:1][O:2][C:3]1[CH:8]=[CH:7][CH:6]=[CH:5][C:4]=1[C:9]1[NH:10][C:11](=O)[C:12]2[C:17]([CH3:18])=[CH:16][S:15][C:13]=2[N:14]=1.O=P(Cl)(Cl)[Cl:22].CN(C)C1C=CC=CC=1.C([O-])(O)=O.[Na+]. The product is [Cl:22][C:11]1[C:12]2[C:17]([CH3:18])=[CH:16][S:15][C:13]=2[N:14]=[C:9]([C:4]2[CH:5]=[CH:6][CH:7]=[CH:8][C:3]=2[O:2][CH3:1])[N:10]=1. The catalyst is C1C=CC=CC=1. The yield is 0.910.